Dataset: Full USPTO retrosynthesis dataset with 1.9M reactions from patents (1976-2016). Task: Predict the reactants needed to synthesize the given product. (1) Given the product [Cl:25][C:7]1[CH:8]=[C:9]([CH:23]=[CH:24][C:6]=1[O:5][C:4]1[CH:26]=[CH:27][CH:28]=[C:2]([C:34]2[CH:35]=[CH:36][N:31]=[CH:32][CH:33]=2)[C:3]=1[C:29]#[N:30])[C:10]([NH:12][CH2:13][C:14]1[C:15]([OH:22])=[N:16][C:17]([CH3:21])=[CH:18][C:19]=1[CH3:20])=[O:11], predict the reactants needed to synthesize it. The reactants are: Br[C:2]1[C:3]([C:29]#[N:30])=[C:4]([CH:26]=[CH:27][CH:28]=1)[O:5][C:6]1[CH:24]=[CH:23][C:9]([C:10]([NH:12][CH2:13][C:14]2[C:15]([OH:22])=[N:16][C:17]([CH3:21])=[CH:18][C:19]=2[CH3:20])=[O:11])=[CH:8][C:7]=1[Cl:25].[N:31]1[CH:36]=[CH:35][C:34](B(O)O)=[CH:33][CH:32]=1.C(=O)([O-])[O-].[Na+].[Na+]. (2) Given the product [CH2:36]([O:35][C:20]1[N:19]=[C:18]([C:15]2[S:14][C:13]([C:9]3([OH:8])[CH2:12][CH2:11][CH2:10]3)=[N:17][CH:16]=2)[CH:23]=[C:22]([NH:24][C:25]2[N:30]=[C:29]([C:31]([F:33])([F:34])[F:32])[CH:28]=[CH:27][N:26]=2)[CH:21]=1)[CH3:37], predict the reactants needed to synthesize it. The reactants are: C([O:8][C:9]1([C:13]2[S:14][C:15]([C:18]3[CH:23]=[C:22]([NH:24][C:25]4[N:30]=[C:29]([C:31]([F:34])([F:33])[F:32])[CH:28]=[CH:27][N:26]=4)[CH:21]=[C:20]([O:35][CH2:36][CH3:37])[N:19]=3)=[CH:16][N:17]=2)[CH2:12][CH2:11][CH2:10]1)C1C=CC=CC=1.B(Br)(Br)Br. (3) Given the product [CH3:1][O:2][C:3]1[CH:4]=[C:5]([CH2:20][C:21]([N:24]2[CH2:28][CH2:27][CH2:26][C@H:25]2[CH2:29][O:30][C:31]2[CH:40]=[CH:39][C:34]([C:35]([O:37][CH3:38])=[O:36])=[CH:33][CH:32]=2)=[O:23])[CH:6]=[CH:7][C:8]=1[NH:9][C:10]([NH:12][C:13]1[CH:18]=[CH:17][CH:16]=[CH:15][C:14]=1[CH3:19])=[O:11], predict the reactants needed to synthesize it. The reactants are: [CH3:1][O:2][C:3]1[CH:4]=[C:5]([CH2:20][C:21]([OH:23])=O)[CH:6]=[CH:7][C:8]=1[NH:9][C:10]([NH:12][C:13]1[CH:18]=[CH:17][CH:16]=[CH:15][C:14]=1[CH3:19])=[O:11].[NH:24]1[CH2:28][CH2:27][CH2:26][C@H:25]1[CH2:29][O:30][C:31]1[CH:40]=[CH:39][C:34]([C:35]([O:37][CH3:38])=[O:36])=[CH:33][CH:32]=1.C(Cl)CCl.C1C=CC2N(O)N=NC=2C=1. (4) Given the product [CH3:34][C:29]1[CH:28]=[C:27]([NH:26][C:25]([C:23]2[CH:22]=[CH:21][C:19]3[NH:20][C:16]([C:12]4[C:11]([CH3:36])=[CH:10][C:9]([CH2:8][CH2:7][C:6]([OH:37])=[O:5])=[CH:14][C:13]=4[CH3:15])=[N:17][C:18]=3[CH:24]=2)=[O:35])[CH:32]=[CH:31][C:30]=1[CH3:33], predict the reactants needed to synthesize it. The reactants are: C([O:5][C:6](=[O:37])[CH2:7][CH2:8][C:9]1[CH:14]=[C:13]([CH3:15])[C:12]([C:16]2[NH:20][C:19]3[CH:21]=[CH:22][C:23]([C:25](=[O:35])[NH:26][C:27]4[CH:32]=[CH:31][C:30]([CH3:33])=[C:29]([CH3:34])[CH:28]=4)=[CH:24][C:18]=3[N:17]=2)=[C:11]([CH3:36])[CH:10]=1)(C)(C)C.[OH-].[Na+].Cl. (5) Given the product [C:29]([OH:34])(=[O:35])[CH2:30][CH2:31][C:32]([OH:19])=[O:33].[CH3:3][CH:2]([CH2:4][CH2:5][CH2:6][C@H:7]([C@@H:9]1[C@:27]2([CH3:28])[C@H:12]([C@H:13]3[C@H:24]([CH2:25][CH2:26]2)[C@:22]2([CH3:23])[C:16]([CH2:17][C@H:18]([CH2:20][CH2:21]2)[OH:19])=[CH:15][CH2:14]3)[CH2:11][CH2:10]1)[CH3:8])[CH3:1], predict the reactants needed to synthesize it. The reactants are: [CH3:1][CH:2]([CH2:4][CH2:5][CH2:6][C@H:7]([C@@H:9]1[C@:27]2([CH3:28])[C@H:12]([C@H:13]3[C@H:24]([CH2:25][CH2:26]2)[C@:22]2([CH3:23])[C:16]([CH2:17][C@H:18]([CH2:20][CH2:21]2)[OH:19])=[CH:15][CH2:14]3)[CH2:11][CH2:10]1)[CH3:8])[CH3:3].[C:29]1(=[O:35])[O:34][C:32](=[O:33])[CH2:31][CH2:30]1.Cl. (6) Given the product [F:1][C:2]([F:43])([F:42])[C:3]1[CH:4]=[C:5]([C@H:13]2[O:17][C:16](=[O:18])[N:15]([CH2:19][C:20]3[C:25]([C:26]4[C:27]([O:35][CH3:36])=[N:28][CH:29]=[C:30]([CH:32]([CH3:34])[CH3:33])[CH:31]=4)=[CH:24][N:23]=[C:22]([N:48]4[CH2:49][C:46]([F:50])([F:45])[CH2:47]4)[N:21]=3)[C@H:14]2[CH3:41])[CH:6]=[C:7]([C:9]([F:12])([F:11])[F:10])[CH:8]=1, predict the reactants needed to synthesize it. The reactants are: [F:1][C:2]([F:43])([F:42])[C:3]1[CH:4]=[C:5]([C@H:13]2[O:17][C:16](=[O:18])[N:15]([CH2:19][C:20]3[C:25]([C:26]4[C:27]([O:35][CH3:36])=[N:28][CH:29]=[C:30]([CH:32]([CH3:34])[CH3:33])[CH:31]=4)=[CH:24][N:23]=[C:22](S(C)(=O)=O)[N:21]=3)[C@H:14]2[CH3:41])[CH:6]=[C:7]([C:9]([F:12])([F:11])[F:10])[CH:8]=1.Cl.[F:45][C:46]1([F:50])[CH2:49][NH:48][CH2:47]1.C(N(CC)CC)C. (7) Given the product [CH:10]([C:9]1[CH:12]=[CH:13][C:6]([O:5][C:15]([CH3:22])([CH3:21])[C:16]([O:18][CH2:19][CH3:20])=[O:17])=[CH:7][CH:8]=1)=[O:11], predict the reactants needed to synthesize it. The reactants are: C(O[Na])C.[OH:5][C:6]1[CH:13]=[CH:12][C:9]([CH:10]=[O:11])=[CH:8][CH:7]=1.Br[C:15]([CH3:22])([CH3:21])[C:16]([O:18][CH2:19][CH3:20])=[O:17]. (8) Given the product [CH:17]1([C:2]2[C:8]([F:9])=[CH:7][C:5]([NH2:6])=[CH:4][C:3]=2[F:10])[CH2:19][CH2:18]1, predict the reactants needed to synthesize it. The reactants are: Br[C:2]1[C:8]([F:9])=[CH:7][C:5]([NH2:6])=[CH:4][C:3]=1[F:10].C(=O)([O-])[O-].[Cs+].[Cs+].[CH:17]1([B-](F)(F)F)[CH2:19][CH2:18]1.[K]. (9) Given the product [CH3:1][O:2][C:3]([C:4]1[CH:9]=[CH:8][C:7]2[C:13]([CH2:15]/[CH:23]=[CH:24]/[CH2:25][CH2:26][CH3:27])([CH3:14])[CH2:12][O:11][C:6]=2[CH:5]=1)=[O:16], predict the reactants needed to synthesize it. The reactants are: [CH3:1][O:2][C:3](=[O:16])[C:4]1[CH:9]=[CH:8][C:7](I)=[C:6]([O:11][CH2:12][C:13]([CH3:15])=[CH2:14])[CH:5]=1.C(=O)([O-])[O-].[K+].[K+].[CH:23](B(O)O)=[CH:24][CH2:25][CH2:26][CH3:27]. (10) Given the product [CH2:59]([O:53][C:39]1[CH:40]=[CH:41][C:42]([O:43][CH3:44])=[CH:37][C:38]=1[C:2]1[C:11]([C:12]([CH3:15])([CH3:14])[CH3:13])=[CH:10][CH:9]=[C:4]([C:5]([O:7][CH3:8])=[O:6])[CH:3]=1)[CH2:54][CH2:55][CH3:56], predict the reactants needed to synthesize it. The reactants are: Br[C:2]1[CH:3]=[C:4]([CH:9]=[CH:10][C:11]=1[C:12]([CH3:15])([CH3:14])[CH3:13])[C:5]([O:7][CH3:8])=[O:6].P([O-])([O-])([O-])=O.[K+].[K+].[K+].C1(P(C2CCCCC2)C2C=CC=CC=2[C:37]2[C:42]([O:43][CH3:44])=[CH:41][CH:40]=[CH:39][C:38]=2OC)CCCCC1.[OH2:53].[C:54]1(C)[CH:59]=CC=[CH:56][CH:55]=1.